From a dataset of Full USPTO retrosynthesis dataset with 1.9M reactions from patents (1976-2016). Predict the reactants needed to synthesize the given product. (1) Given the product [Cl:1][C:2]1[S:6][C:5]([C:7]2[O:11][N:10]=[C:9]([CH2:12][C@H:13]([NH:17][S:18]([C:21]3[CH:26]=[C:25]([F:27])[CH:24]=[C:23]([N:28]4[CH2:33][CH2:32][CH2:31][CH2:30][C:29]4=[O:34])[C:22]=3[O:35][CH3:36])(=[O:19])=[O:20])[C:14]([NH:53][CH2:52][CH:37]3[CH2:38][CH2:39]3)=[O:15])[CH:8]=2)=[CH:4][CH:3]=1, predict the reactants needed to synthesize it. The reactants are: [Cl:1][C:2]1[S:6][C:5]([C:7]2[O:11][N:10]=[C:9]([CH2:12][C@H:13]([NH:17][S:18]([C:21]3[CH:26]=[C:25]([F:27])[CH:24]=[C:23]([N:28]4[CH2:33][CH2:32][CH2:31][CH2:30][C:29]4=[O:34])[C:22]=3[O:35][CH3:36])(=[O:20])=[O:19])[C:14](O)=[O:15])[CH:8]=2)=[CH:4][CH:3]=1.[CH:37]1(NC)[CH2:39][CH2:38]1.[B-](F)(F)(F)F.CCOC([C:52](C#N)=[N:53]OC(N(C)C)=[N+](C)C)=O. (2) Given the product [Si:1]([O:8][C@H:9]1[CH2:18][C:17]([CH3:20])([CH3:19])[CH2:16][C:15]2[N:14]=[C:13]([CH:21]([CH3:23])[CH3:22])[C:12]([C@@H:24]([C:26]3[CH:31]=[CH:30][C:29]([C:32]([F:35])([F:34])[F:33])=[CH:28][CH:27]=3)[OH:25])=[C:11]([C:40]3[CH2:41][CH2:42][O:37][CH2:38][CH:39]=3)[C:10]1=2)([C:4]([CH3:7])([CH3:6])[CH3:5])([CH3:3])[CH3:2], predict the reactants needed to synthesize it. The reactants are: [Si:1]([O:8][C@H:9]1[CH2:18][C:17]([CH3:20])([CH3:19])[CH2:16][C:15]2[N:14]=[C:13]([CH:21]([CH3:23])[CH3:22])[C:12]([C@@H:24]([C:26]3[CH:31]=[CH:30][C:29]([C:32]([F:35])([F:34])[F:33])=[CH:28][CH:27]=3)[OH:25])=[C:11](I)[C:10]1=2)([C:4]([CH3:7])([CH3:6])[CH3:5])([CH3:3])[CH3:2].[O:37]1[CH2:42][CH:41]=[C:40](B2OC(C)(C)C(C)(C)O2)[CH2:39][CH2:38]1. (3) Given the product [C:15]([C:14]([C:17]#[N:18])=[C:11]([NH:19][C@H:20]1[CH2:26][CH2:25][CH2:24][CH2:23][N:22]([CH2:27][C:28]([N:30]2[CH2:31][CH2:32][CH2:33][CH2:34]2)=[O:29])[C:21]1=[O:35])[NH:5][C:4]1[CH:6]=[CH:7][CH:8]=[C:2]([CH3:1])[CH:3]=1)#[N:16], predict the reactants needed to synthesize it. The reactants are: [CH3:1][C:2]1[CH:3]=[C:4]([CH:6]=[CH:7][CH:8]=1)[NH2:5].CS[C:11](=[C:14]([C:17]#[N:18])[C:15]#[N:16])SC.[NH2:19][C@H:20]1[CH2:26][CH2:25][CH2:24][CH2:23][N:22]([CH2:27][C:28]([N:30]2[CH2:34][CH2:33][CH2:32][CH2:31]2)=[O:29])[C:21]1=[O:35]. (4) Given the product [CH:85]1([CH2:91][CH:92]([N:101]2[CH2:109][C:108]3[C:103](=[CH:104][CH:105]=[CH:106][CH:107]=3)[C:102]2=[O:110])[C:93]([NH:95][C:96]2[S:97][CH:98]=[CH:99][N:100]=2)=[O:94])[CH2:86][CH2:87][CH2:88][CH2:89][CH2:90][CH2:11]1, predict the reactants needed to synthesize it. The reactants are: F[P-](F)(F)(F)(F)F.N1(O[P+](N(C)C)(N(C)C)N(C)C)C2C=CC=C[C:11]=2N=N1.C1(C[C@H](N2CC3C(=CC=CC=3S(C)(=O)=O)C2=O)C(O)=O)CCCCC1.C1(C[C@H](N2CC3C(=C(S(C)(=O)=O)C=CC=3)C2=O)C(O)=O)CCCCC1.NC1C=CN=CN=1.[CH:85]1([CH2:91][C@H:92]([N:101]2[CH2:109][C:108]3[C:103](=[CH:104][CH:105]=[CH:106][CH:107]=3)[C:102]2=[O:110])[C:93]([NH:95][C:96]2[S:97][CH:98]=[CH:99][N:100]=2)=[O:94])[CH2:90][CH2:89][CH2:88][CH2:87][CH2:86]1. (5) Given the product [Cl:1][C:2]1[CH:3]=[C:4]([S:9][C:10]2[N:11]([CH:19]([CH3:21])[CH3:20])[C:12](=[O:18])[N:13]([CH3:17])[C:14]=2[CH2:15][C:23]2[CH:24]=[CH:25][CH:26]=[CH:27][C:22]=2[OH:28])[CH:5]=[C:6]([Cl:8])[CH:7]=1, predict the reactants needed to synthesize it. The reactants are: [Cl:1][C:2]1[CH:3]=[C:4]([S:9][C:10]2[N:11]([CH:19]([CH3:21])[CH3:20])[C:12](=[O:18])[N:13]([CH3:17])[C:14]=2[CH2:15]O)[CH:5]=[C:6]([Cl:8])[CH:7]=1.[C:22]1([OH:28])[CH:27]=[CH:26][CH:25]=[CH:24][CH:23]=1.C1(P(C2C=CC=CC=2)C2C=CC=CC=2)C=CC=CC=1.CC(OC(/N=N/C(OC(C)C)=O)=O)C. (6) Given the product [CH2:18]([C@H:4]([C@H:2]([OH:3])[C:1]([O:12][CH:13]([CH3:15])[CH3:14])=[O:11])[C:5]([O:7][CH:8]([CH3:10])[CH3:9])=[O:6])[CH:17]=[CH2:16], predict the reactants needed to synthesize it. The reactants are: [C:1]([O:12][CH:13]([CH3:15])[CH3:14])(=[O:11])[C@H:2]([CH2:4][C:5]([O:7][CH:8]([CH3:10])[CH3:9])=[O:6])[OH:3].[CH2:16](Br)[CH:17]=[CH2:18]. (7) Given the product [C:11]([O:10][C:8]([N:5]1[CH2:4][CH:3]2[C:2](=[O:1])[CH:7]([CH2:28][CH:29]([C:30]([O:32][CH3:33])=[O:31])[CH2:34]2)[CH2:6]1)=[O:9])([CH3:14])([CH3:13])[CH3:12], predict the reactants needed to synthesize it. The reactants are: [O:1]=[C:2]1[CH2:7][CH2:6][N:5]([C:8]([O:10][C:11]([CH3:14])([CH3:13])[CH3:12])=[O:9])[CH2:4][CH2:3]1.N1CCCC1.C(N(CC)CC)C.Br[CH2:28][CH:29]([CH2:34]Br)[C:30]([O:32][CH3:33])=[O:31]. (8) Given the product [NH2:32][C:31]1[CH:33]=[CH:34][C:28]([Cl:27])=[CH:29][C:30]=1[C:12]1[N:13]=[C:14]2[CH2:21][CH2:20][C@@H:19]([C:22]([O:24][CH2:25][CH3:26])=[O:23])[N:15]2[C:16](=[O:18])[CH:17]=1, predict the reactants needed to synthesize it. The reactants are: CC1C=CC(S(O[C:12]2[N:13]=[C:14]3[CH2:21][CH2:20][C@@H:19]([C:22]([O:24][CH2:25][CH3:26])=[O:23])[N:15]3[C:16](=[O:18])[CH:17]=2)(=O)=O)=CC=1.[Cl:27][C:28]1[CH:34]=[CH:33][C:31]([NH2:32])=[C:30](B2OC(C)(C)C(C)(C)O2)[CH:29]=1.C1(P(C2C=CC=CC=2)C2C=CC=CC=2)C=CC=CC=1.C(=O)([O-])[O-].[Na+].[Na+]. (9) Given the product [Br:1][C:2]1[CH:7]=[CH:6][C:5]([O:8][Si:9]([C:22]([CH3:23])([CH3:24])[CH3:25])([C:10]2[CH:15]=[CH:14][CH:13]=[CH:12][CH:11]=2)[C:16]2[CH:17]=[CH:18][CH:19]=[CH:20][CH:21]=2)=[CH:4][C:3]=1[CH2:26][O:27][S:38]([CH3:37])(=[O:40])=[O:39], predict the reactants needed to synthesize it. The reactants are: [Br:1][C:2]1[CH:7]=[CH:6][C:5]([O:8][Si:9]([C:22]([CH3:25])([CH3:24])[CH3:23])([C:16]2[CH:21]=[CH:20][CH:19]=[CH:18][CH:17]=2)[C:10]2[CH:15]=[CH:14][CH:13]=[CH:12][CH:11]=2)=[CH:4][C:3]=1[CH2:26][OH:27].C(N(CC)C(C)C)(C)C.[CH3:37][S:38](O[S:38]([CH3:37])(=[O:40])=[O:39])(=[O:40])=[O:39].C(=O)(O)[O-].[Na+].